This data is from Full USPTO retrosynthesis dataset with 1.9M reactions from patents (1976-2016). The task is: Predict the reactants needed to synthesize the given product. (1) Given the product [CH:1]1([C@:4]([OH:28])([CH3:27])[CH2:5][NH:6][C:7]([C:9]2[CH:14]=[N:13][C:12]([CH2:30][CH2:29][C:31]3[CH:36]=[CH:35][CH:34]=[CH:33][N:32]=3)=[C:11]([C:16]3[CH:21]=[CH:20][C:19]([O:22][C:23]([F:26])([F:25])[F:24])=[CH:18][CH:17]=3)[N:10]=2)=[O:8])[CH2:3][CH2:2]1, predict the reactants needed to synthesize it. The reactants are: [CH:1]1([C@:4]([OH:28])([CH3:27])[CH2:5][NH:6][C:7]([C:9]2[CH:14]=[N:13][C:12](Br)=[C:11]([C:16]3[CH:21]=[CH:20][C:19]([O:22][C:23]([F:26])([F:25])[F:24])=[CH:18][CH:17]=3)[N:10]=2)=[O:8])[CH2:3][CH2:2]1.[C:29]([C:31]1[CH:36]=[CH:35][CH:34]=[CH:33][N:32]=1)#[CH:30]. (2) Given the product [Cl:19][C:9]1[S:10][C:11]2[CH:17]=[CH:16][CH:15]=[C:14]([Cl:18])[C:12]=2[N:13]=1, predict the reactants needed to synthesize it. The reactants are: N(OC(C)(C)C)=O.N[C:9]1[S:10][C:11]2[CH:17]=[CH:16][CH:15]=[C:14]([Cl:18])[C:12]=2[N:13]=1.[ClH:19]. (3) The reactants are: Br[C:2]1[C:10]2[C:9]([NH:11][C@H:12]([C:14]3[N:19]([C:20]4[CH:25]=[CH:24][CH:23]=[CH:22][CH:21]=4)[C:18](=[O:26])[C:17]4=[C:27]([CH3:30])[CH:28]=[CH:29][N:16]4[N:15]=3)[CH3:13])=[N:8][CH:7]=[N:6][C:5]=2[N:4]([CH2:31][O:32][CH2:33][CH2:34][Si:35]([CH3:38])([CH3:37])[CH3:36])[CH:3]=1.[CH3:39][C:40]1[O:41][C:42](B2OC(C)(C)C(C)(C)O2)=[CH:43][N:44]=1.C(=O)([O-])[O-].[Na+].[Na+].C(=O)([O-])[O-].[K+].[K+]. Given the product [CH3:30][C:27]1[CH:28]=[CH:29][N:16]2[C:17]=1[C:18](=[O:26])[N:19]([C:20]1[CH:21]=[CH:22][CH:23]=[CH:24][CH:25]=1)[C:14]([C@@H:12]([NH:11][C:9]1[C:10]3[C:2]([C:42]4[O:41][C:40]([CH3:39])=[N:44][CH:43]=4)=[CH:3][N:4]([CH2:31][O:32][CH2:33][CH2:34][Si:35]([CH3:36])([CH3:37])[CH3:38])[C:5]=3[N:6]=[CH:7][N:8]=1)[CH3:13])=[N:15]2, predict the reactants needed to synthesize it.